Dataset: Reaction yield outcomes from USPTO patents with 853,638 reactions. Task: Predict the reaction yield, written as a fraction of the theoretical maximum amount of product (1.0 means a 100% yield; for example, 0.34 means a 34% yield). (1) The reactants are [Li]CCCC.[Cl:6][C:7]1[CH:12]=[C:11]([Cl:13])[CH:10]=[C:9]([Cl:14])[N:8]=1.[CH:15](OCC)=[O:16]. The catalyst is C1COCC1. The product is [Cl:6][C:7]1[C:12]([CH:15]=[O:16])=[C:11]([Cl:13])[CH:10]=[C:9]([Cl:14])[N:8]=1. The yield is 0.540. (2) The reactants are [C:1]([O:5][C:6]([N:8]1[C:12]2[CH:13]=[CH:14][CH:15]=[CH:16][C:11]=2[N:10]=[C:9]1[CH2:17][NH:18][CH:19]1[C:28]2[N:27]=[CH:26][CH:25]=[CH:24][C:23]=2[CH2:22][CH2:21][CH2:20]1)=[O:7])([CH3:4])([CH3:3])[CH3:2].[O:29]=[C:30]1[C:38]2[C:33](=[CH:34][CH:35]=[CH:36][CH:37]=2)[C:32](=[O:39])[N:31]1[CH2:40][CH2:41][C:42]1([CH:45]=O)[CH2:44][CH2:43]1.[BH-](OC(C)=O)(OC(C)=O)OC(C)=O.[Na+]. The catalyst is C(Cl)Cl. The product is [C:1]([O:5][C:6]([N:8]1[C:12]2[CH:13]=[CH:14][CH:15]=[CH:16][C:11]=2[N:10]=[C:9]1[CH2:17][N:18]([CH2:45][C:42]1([CH2:41][CH2:40][N:31]2[C:30](=[O:29])[C:38]3[C:33](=[CH:34][CH:35]=[CH:36][CH:37]=3)[C:32]2=[O:39])[CH2:44][CH2:43]1)[CH:19]1[C:28]2[N:27]=[CH:26][CH:25]=[CH:24][C:23]=2[CH2:22][CH2:21][CH2:20]1)=[O:7])([CH3:4])([CH3:2])[CH3:3]. The yield is 0.290. (3) The product is [C:1]([O:5][C:6]([C:7]1[CH:12]=[C:11]([OH:13])[C:10]2[CH2:21][C:22]([CH2:24][OH:23])([CH3:25])[O:26][C:9]=2[CH:8]=1)=[O:34])([CH3:3])([CH3:2])[CH3:4]. The reactants are [C:1]([O:5][C:6](=[O:34])[C:7]1[CH:12]=[C:11]([O:13]CC2C=CC=CC=2)[C:10]([CH2:21][C:22]2([CH3:25])[CH2:24][O:23]2)=[C:9]([O:26]CC2C=CC=CC=2)[CH:8]=1)([CH3:4])([CH3:3])[CH3:2].CCN(CC)CC.C([O-])([O-])=O.[K+].[K+]. The catalyst is CO.[Pd]. The yield is 0.187. (4) The reactants are CO[C:3](=[O:25])[C:4]1[CH:9]=[CH:8][C:7]([O:10][CH2:11][C:12]2[C:13]([C:18]3[CH:19]=[C:20]([CH3:24])[CH:21]=[CH:22][CH:23]=3)=[N:14][O:15][C:16]=2[CH3:17])=[N:6][CH:5]=1.COC(=O)C1C=CC(OC[C:37]2[C:38]([C:43]3[CH:48]=CC=CC=3F)=[N:39][O:40][C:41]=2C)=NC=1.NC1CCOCC1. No catalyst specified. The product is [CH3:17][C:16]1[O:15][N:14]=[C:13]([C:18]2[CH:19]=[C:20]([CH3:24])[CH:21]=[CH:22][CH:23]=2)[C:12]=1[CH2:11][O:10][C:7]1[CH:8]=[CH:9][C:4]([C:3]([NH:39][CH:38]2[CH2:43][CH2:48][O:40][CH2:41][CH2:37]2)=[O:25])=[CH:5][N:6]=1. The yield is 0.790.